Dataset: Reaction yield outcomes from USPTO patents with 853,638 reactions. Task: Predict the reaction yield, written as a fraction of the theoretical maximum amount of product (1.0 means a 100% yield; for example, 0.34 means a 34% yield). (1) The reactants are [NH2:1][C@@H:2]([CH2:33][C:34]1[CH:39]=[CH:38][CH:37]=[CH:36][CH:35]=1)[C@@H:3]([OH:32])[CH2:4][C@H:5]([NH:19][C:20]([C@@H:22]([NH:27][C:28](=[O:31])[O:29][CH3:30])[C:23]([CH3:26])([CH3:25])[CH3:24])=[O:21])[CH2:6][C:7]1[CH:12]=[CH:11][C:10]([C:13]2[CH:18]=[CH:17][CH:16]=[CH:15][N:14]=2)=[CH:9][CH:8]=1.[CH3:40][C:41]([CH3:61])([CH3:60])[C@H:42]([N:46]1[CH2:50][CH2:49][N:48]([CH2:51][C:52]2[CH:57]=[CH:56][CH:55]=[C:54]([CH3:58])[CH:53]=2)[C:47]1=[O:59])[C:43](O)=[O:44].CCOP(ON1N=NC2C=CC=CC=2C1=O)(OCC)=O.C(N(CC)C(C)C)(C)C. The catalyst is C1COCC1. The product is [CH3:40][C:41]([CH3:61])([CH3:60])[C@H:42]([N:46]1[CH2:50][CH2:49][N:48]([CH2:51][C:52]2[CH:57]=[CH:56][CH:55]=[C:54]([CH3:58])[CH:53]=2)[C:47]1=[O:59])[C:43]([NH:1][C@@H:2]([CH2:33][C:34]1[CH:35]=[CH:36][CH:37]=[CH:38][CH:39]=1)[C@@H:3]([OH:32])[CH2:4][C@H:5]([NH:19][C:20]([C@@H:22]([NH:27][C:28](=[O:31])[O:29][CH3:30])[C:23]([CH3:26])([CH3:25])[CH3:24])=[O:21])[CH2:6][C:7]1[CH:12]=[CH:11][C:10]([C:13]2[CH:18]=[CH:17][CH:16]=[CH:15][N:14]=2)=[CH:9][CH:8]=1)=[O:44]. The yield is 0.420. (2) The yield is 0.880. The catalyst is C1COCC1.O.C(O)C.O.C1C=CC([P]([Pd]([P](C2C=CC=CC=2)(C2C=CC=CC=2)C2C=CC=CC=2)([P](C2C=CC=CC=2)(C2C=CC=CC=2)C2C=CC=CC=2)[P](C2C=CC=CC=2)(C2C=CC=CC=2)C2C=CC=CC=2)(C2C=CC=CC=2)C2C=CC=CC=2)=CC=1. The reactants are Br[C:2]1[CH:3]=[C:4]([OH:8])[CH:5]=[CH:6][CH:7]=1.C(B(CC)[C:12]1[CH:13]=[N:14][CH:15]=[CH:16][CH:17]=1)C.C(=O)([O-])[O-].[Na+].[Na+]. The product is [OH:8][C:4]1[CH:3]=[C:2]([C:12]2[CH:13]=[N:14][CH:15]=[CH:16][CH:17]=2)[CH:7]=[CH:6][CH:5]=1. (3) The product is [Br:1][C:2]1[C:3]([NH:14][C:15]2[CH:19]=[C:18]([CH:20]3[CH2:22][CH2:21]3)[N:17]([C:24](=[O:25])[CH3:23])[N:16]=2)=[N:4][C:5]([C:8]2[CH:9]=[CH:10][CH:11]=[CH:12][CH:13]=2)=[N:6][CH:7]=1. The catalyst is C1COCC1.O. The reactants are [Br:1][C:2]1[C:3]([NH:14][C:15]2[CH:19]=[C:18]([CH:20]3[CH2:22][CH2:21]3)[NH:17][N:16]=2)=[N:4][C:5]([C:8]2[CH:13]=[CH:12][CH:11]=[CH:10][CH:9]=2)=[N:6][CH:7]=1.[CH3:23][C:24](OC(C)=O)=[O:25]. The yield is 0.670.